From a dataset of NCI-60 drug combinations with 297,098 pairs across 59 cell lines. Regression. Given two drug SMILES strings and cell line genomic features, predict the synergy score measuring deviation from expected non-interaction effect. (1) Drug 1: CN(C)N=NC1=C(NC=N1)C(=O)N. Drug 2: CCC1(C2=C(COC1=O)C(=O)N3CC4=CC5=C(C=CC(=C5CN(C)C)O)N=C4C3=C2)O.Cl. Cell line: MCF7. Synergy scores: CSS=12.2, Synergy_ZIP=-1.83, Synergy_Bliss=3.36, Synergy_Loewe=-10.6, Synergy_HSA=1.22. (2) Drug 1: CC1=C2C(C(=O)C3(C(CC4C(C3C(C(C2(C)C)(CC1OC(=O)C(C(C5=CC=CC=C5)NC(=O)C6=CC=CC=C6)O)O)OC(=O)C7=CC=CC=C7)(CO4)OC(=O)C)O)C)OC(=O)C. Drug 2: C1=CC=C(C=C1)NC(=O)CCCCCCC(=O)NO. Cell line: UACC-257. Synergy scores: CSS=25.8, Synergy_ZIP=-9.79, Synergy_Bliss=-3.95, Synergy_Loewe=-4.25, Synergy_HSA=-0.872. (3) Drug 1: CN(CCCl)CCCl.Cl. Drug 2: B(C(CC(C)C)NC(=O)C(CC1=CC=CC=C1)NC(=O)C2=NC=CN=C2)(O)O. Cell line: IGROV1. Synergy scores: CSS=47.9, Synergy_ZIP=-4.70, Synergy_Bliss=-4.74, Synergy_Loewe=-31.0, Synergy_HSA=-1.20. (4) Drug 1: C1=C(C(=O)NC(=O)N1)N(CCCl)CCCl. Drug 2: CC1=C(C(=O)C2=C(C1=O)N3CC4C(C3(C2COC(=O)N)OC)N4)N. Cell line: MDA-MB-435. Synergy scores: CSS=21.9, Synergy_ZIP=-3.57, Synergy_Bliss=0.981, Synergy_Loewe=-6.06, Synergy_HSA=-0.0864. (5) Drug 1: CNC(=O)C1=NC=CC(=C1)OC2=CC=C(C=C2)NC(=O)NC3=CC(=C(C=C3)Cl)C(F)(F)F. Drug 2: C1CC(=O)NC(=O)C1N2C(=O)C3=CC=CC=C3C2=O. Cell line: CCRF-CEM. Synergy scores: CSS=-4.44, Synergy_ZIP=4.47, Synergy_Bliss=5.61, Synergy_Loewe=0.801, Synergy_HSA=-0.211. (6) Drug 1: C1=C(C(=O)NC(=O)N1)F. Drug 2: C1CC(C1)(C(=O)O)C(=O)O.[NH2-].[NH2-].[Pt+2]. Cell line: HS 578T. Synergy scores: CSS=47.3, Synergy_ZIP=-2.24, Synergy_Bliss=2.27, Synergy_Loewe=6.28, Synergy_HSA=8.10.